This data is from Forward reaction prediction with 1.9M reactions from USPTO patents (1976-2016). The task is: Predict the product of the given reaction. (1) Given the reactants [C:1]1([C:7]2[O:8][C:9]([C:30]([F:33])([F:32])[F:31])=[C:10]([C:12]([NH:14][C:15]3[CH:16]=[CH:17][C:18]([N:21]4[CH2:26][CH2:25][CH:24]([C:27](O)=[O:28])[CH2:23][CH2:22]4)=[N:19][CH:20]=3)=[O:13])[N:11]=2)[CH:6]=[CH:5][CH:4]=[CH:3][CH:2]=1.[CH3:34][S:35]([NH2:38])(=[O:37])=[O:36].CCN=C=NCCCN(C)C, predict the reaction product. The product is: [CH3:34][S:35]([NH:38][C:27]([CH:24]1[CH2:25][CH2:26][N:21]([C:18]2[CH:17]=[CH:16][C:15]([NH:14][C:12]([C:10]3[N:11]=[C:7]([C:1]4[CH:2]=[CH:3][CH:4]=[CH:5][CH:6]=4)[O:8][C:9]=3[C:30]([F:33])([F:31])[F:32])=[O:13])=[CH:20][N:19]=2)[CH2:22][CH2:23]1)=[O:28])(=[O:37])=[O:36]. (2) Given the reactants CO[C:3]1[CH:4]=[C:5]([CH:13]=[CH:14][CH:15]=1)[O:6][CH2:7][C:8]1[NH:9][CH:10]=[CH:11][N:12]=1.[F:16]C1C=CC(O)=CC=1, predict the reaction product. The product is: [F:16][C:15]1[CH:14]=[CH:13][C:5]([O:6][CH2:7][C:8]2[NH:9][CH:10]=[CH:11][N:12]=2)=[CH:4][CH:3]=1. (3) Given the reactants [C:1]([NH:4][C:5]1[CH:6]=[C:7]([CH:11]=[CH:12][CH:13]=1)C(O)=O)(=[O:3])[CH3:2].C1N=CN([C:19]([N:21]2C=N[CH:23]=[CH:22]2)=[O:20])C=1.[N+:26]([C:29]1[CH:35]=CC(N)=[CH:31][CH:30]=1)([O-:28])=[O:27].O, predict the reaction product. The product is: [C:1]([NH:4][C:5]1[CH:13]=[CH:12][CH:11]=[CH:7][C:6]=1[C:19]([NH:21][C:22]1[CH:23]=[CH:35][C:29]([N+:26]([O-:28])=[O:27])=[CH:30][CH:31]=1)=[O:20])(=[O:3])[CH3:2]. (4) Given the reactants [NH2:1][C:2]1[C:7]([N+:8]([O-])=O)=[C:6]([N:11]2[CH2:16][CH2:15][CH:14]([CH2:17][C:18]([NH:20][C:21]3[S:22][CH:23]=[CH:24][N:25]=3)=[O:19])[CH2:13][CH2:12]2)[C:5]([Br:26])=[CH:4][N:3]=1.[CH3:27][N:28]([CH3:37])[C:29]1[CH:36]=[CH:35][C:32]([CH:33]=O)=[CH:31][CH:30]=1.[O-]S(S([O-])=O)=O.[Na+].[Na+], predict the reaction product. The product is: [Br:26][C:5]1[C:6]([N:11]2[CH2:16][CH2:15][CH:14]([CH2:17][C:18]([NH:20][C:21]3[S:22][CH:23]=[CH:24][N:25]=3)=[O:19])[CH2:13][CH2:12]2)=[C:7]2[N:8]=[C:33]([C:32]3[CH:35]=[CH:36][C:29]([N:28]([CH3:37])[CH3:27])=[CH:30][CH:31]=3)[NH:1][C:2]2=[N:3][CH:4]=1.